Dataset: Forward reaction prediction with 1.9M reactions from USPTO patents (1976-2016). Task: Predict the product of the given reaction. Given the reactants [NH:1]1[C:9]2[C:4](=[CH:5][CH:6]=[CH:7][CH:8]=2)[CH:3]([CH2:10][C:11]([O:13]C)=[O:12])[CH2:2]1.[C:15](O[C:15]([O:17][C:18]([CH3:21])([CH3:20])[CH3:19])=[O:16])([O:17][C:18]([CH3:21])([CH3:20])[CH3:19])=[O:16].O.O1CCC[CH2:32]1, predict the reaction product. The product is: [CH3:32][CH:10]([CH:3]1[C:4]2[C:9](=[CH:8][CH:7]=[CH:6][CH:5]=2)[N:1]([C:15]([O:17][C:18]([CH3:21])([CH3:20])[CH3:19])=[O:16])[CH2:2]1)[C:11]([OH:13])=[O:12].